Dataset: Forward reaction prediction with 1.9M reactions from USPTO patents (1976-2016). Task: Predict the product of the given reaction. (1) Given the reactants Cl[C:2]1[N:7]=[CH:6][C:5]([O:8][CH2:9][C:10]2[CH:15]=[C:14]([O:16][CH3:17])[CH:13]=[C:12]([O:18][CH3:19])[C:11]=2[F:20])=[CH:4][N:3]=1.[NH2:21][C:22]1[CH:23]=[N:24][N:25]([CH2:27][CH2:28][OH:29])[CH:26]=1.C1(P(C2C=CC=CC=2)C2C3OC4C(=CC=CC=4P(C4C=CC=CC=4)C4C=CC=CC=4)C(C)(C)C=3C=CC=2)C=CC=CC=1.C(=O)([O-])[O-].[Cs+].[Cs+], predict the reaction product. The product is: [F:20][C:11]1[C:12]([O:18][CH3:19])=[CH:13][C:14]([O:16][CH3:17])=[CH:15][C:10]=1[CH2:9][O:8][C:5]1[CH:4]=[N:3][C:2]([NH:21][C:22]2[CH:23]=[N:24][N:25]([CH2:27][CH2:28][OH:29])[CH:26]=2)=[N:7][CH:6]=1. (2) Given the reactants [Cl:1][C:2]1[N:7]=[C:6]2[NH:8][CH:9]=[C:10]([C:11]#[N:12])[C:5]2=[C:4]([C:13]2[CH:14]=[N:15][CH:16]=[C:17]([CH3:19])[CH:18]=2)[CH:3]=1.[H-].[Na+].[CH3:22][Si:23]([CH3:30])([CH3:29])[CH2:24][CH2:25][O:26][CH2:27]Cl.O, predict the reaction product. The product is: [Cl:1][C:2]1[N:7]=[C:6]2[N:8]([CH2:27][O:26][CH2:25][CH2:24][Si:23]([CH3:30])([CH3:29])[CH3:22])[CH:9]=[C:10]([C:11]#[N:12])[C:5]2=[C:4]([C:13]2[CH:14]=[N:15][CH:16]=[C:17]([CH3:19])[CH:18]=2)[CH:3]=1.